From a dataset of Catalyst prediction with 721,799 reactions and 888 catalyst types from USPTO. Predict which catalyst facilitates the given reaction. (1) Reactant: [NH2:1][C:2]1[CH:3]=[C:4]2[C:8](=[CH:9][CH:10]=1)[NH:7][CH:6]([C:11]([O:13][CH3:14])=[O:12])[CH2:5]2.[CH3:15][C:16]([CH3:18])=O.[C:19]([O-:22])([OH:21])=O.[Na+].Cl[C:25]([O:27][CH2:28][C:29]1[CH:34]=[CH:33][CH:32]=[CH:31][CH:30]=1)=[O:26]. Product: [CH2:15]([O:21][C:19]([NH:1][C:2]1[CH:3]=[C:4]2[C:8](=[CH:9][CH:10]=1)[N:7]([C:25]([O:27][CH2:28][C:29]1[CH:34]=[CH:33][CH:32]=[CH:31][CH:30]=1)=[O:26])[CH:6]([C:11]([O:13][CH3:14])=[O:12])[CH2:5]2)=[O:22])[C:16]1[CH:18]=[CH:9][CH:10]=[CH:2][CH:3]=1. The catalyst class is: 6. (2) Product: [CH3:29][C:23]1[CH:28]=[CH:27][C:26]([CH2:2][C:3]2[CH:4]=[N:5][C:6]3[C:11]([C:12]=2[C:13]2[CH:18]=[CH:17][CH:16]=[CH:15][CH:14]=2)=[CH:10][CH:9]=[CH:8][C:7]=3[C:19]([F:22])([F:21])[F:20])=[CH:25][CH:24]=1. Reactant: Br[CH2:2][C:3]1[CH:4]=[N:5][C:6]2[C:11]([C:12]=1[C:13]1[CH:18]=[CH:17][CH:16]=[CH:15][CH:14]=1)=[CH:10][CH:9]=[CH:8][C:7]=2[C:19]([F:22])([F:21])[F:20].[C:23]1([C:29]2[C:25]3[C:24](=[C:23]([C:29](F)(F)F)[CH:28]=[CH:27][CH:26]=3)N=CC=2CO)[CH:28]=[CH:27][CH:26]=[CH:25][CH:24]=1.P(Br)(Br)Br.C([O-])(O)=O.[Na+]. The catalyst class is: 4. (3) Reactant: I.[NH:2]1[CH2:6][CH2:5][N:4]=[C:3]1[NH:7][CH:8]([C:16]1[CH:21]=[CH:20][CH:19]=[CH:18][CH:17]=1)[CH2:9][C:10]1[CH:15]=[CH:14][CH:13]=[CH:12][CH:11]=1.C(=O)([O-])[O-].[K+].[K+].[C:28](Cl)(=[O:30])[CH3:29].C(OCC)(=O)C. Product: [C:16]1([CH:8]([NH:7][C:3]2[N:4]([C:28](=[O:30])[CH3:29])[CH2:5][CH2:6][N:2]=2)[CH2:9][C:10]2[CH:15]=[CH:14][CH:13]=[CH:12][CH:11]=2)[CH:21]=[CH:20][CH:19]=[CH:18][CH:17]=1. The catalyst class is: 35. (4) Reactant: [I:1][C:2]1[CH:10]=[CH:9][CH:8]=[CH:7][C:3]=1[C:4]([OH:6])=O.[Cl-].[Cl-].[Cl-].[Al+3].[N:15]1([CH2:21][CH2:22][C:23]2[N:27]3[CH:28]=[CH:29][CH:30]=[CH:31][C:26]3=[CH:25][N:24]=2)[CH2:20][CH2:19][O:18][CH2:17][CH2:16]1. Product: [I:1][C:2]1[CH:10]=[CH:9][CH:8]=[CH:7][C:3]=1[C:4]([C:25]1[N:24]=[C:23]([CH2:22][CH2:21][N:15]2[CH2:20][CH2:19][O:18][CH2:17][CH2:16]2)[N:27]2[CH:28]=[CH:29][CH:30]=[CH:31][C:26]=12)=[O:6]. The catalyst class is: 26. (5) Reactant: [Br:1][C:2]1[C:10]2[C:5](=[N:6][C:7]([CH3:21])=[CH:8][C:9]=2[NH:11][S:12]([C:15]2[CH:20]=[CH:19][CH:18]=[CH:17][CH:16]=2)(=[O:14])=[O:13])[S:4][C:3]=1[C:22]1[CH:23]=[N:24][NH:25][CH:26]=1.[CH3:27][C:28]([O:31][C:32](O[C:32]([O:31][C:28]([CH3:30])([CH3:29])[CH3:27])=[O:33])=[O:33])([CH3:30])[CH3:29].CCN(CC)CC. Product: [Br:1][C:2]1[C:10]2[C:5](=[N:6][C:7]([CH3:21])=[CH:8][C:9]=2[NH:11][S:12]([C:15]2[CH:20]=[CH:19][CH:18]=[CH:17][CH:16]=2)(=[O:14])=[O:13])[S:4][C:3]=1[C:22]1[CH:23]=[N:24][N:25]([C:32]([O:31][C:28]([CH3:30])([CH3:29])[CH3:27])=[O:33])[CH:26]=1. The catalyst class is: 616. (6) Reactant: C(OC([C:8]1[CH:13]=[CH:12][C:11]([CH2:14][CH:15](OC(=O)C(F)(F)F)[C:16]2[C:17]([O:23][CH3:24])=[N:18][CH:19]=[CH:20][C:21]=2[I:22])=[C:10]([N+:32]([O-:34])=[O:33])[C:9]=1N)=O)(C)(C)C.[OH2:36]. Product: [C:11]([O:36][C:17](=[O:23])[NH:18][C:8]1[CH:13]=[CH:12][C:11](/[CH:14]=[CH:15]/[C:16]2[C:17]([O:23][CH3:24])=[N:18][CH:19]=[CH:20][C:21]=2[I:22])=[C:10]([N+:32]([O-:34])=[O:33])[CH:9]=1)([CH3:14])([CH3:12])[CH3:10]. The catalyst class is: 1.